From a dataset of HIV replication inhibition screening data with 41,000+ compounds from the AIDS Antiviral Screen. Binary Classification. Given a drug SMILES string, predict its activity (active/inactive) in a high-throughput screening assay against a specified biological target. (1) The compound is O=C(c1ccccc1)c1ccsc1C(=O)c1ccccc1. The result is 0 (inactive). (2) The molecule is CC(C)C1SCc2nc3ccccc3n21. The result is 0 (inactive). (3) The compound is C=C1C(OC(=O)C(OC(C)=O)C(c2ccccc2)N(C)C)CC(O)C2(C)C1CC1CC(OC(C)=O)C(C)=C(C(OC(C)=O)C2O)C1(C)C. The result is 0 (inactive). (4) The result is 0 (inactive). The drug is CC(=O)Nc1ccc(Nc2cc(O)nc(O)n2)cc1.